This data is from Full USPTO retrosynthesis dataset with 1.9M reactions from patents (1976-2016). The task is: Predict the reactants needed to synthesize the given product. (1) Given the product [C:34]([N:30]1[CH2:31][C@@H:32]([OH:33])[C@H:28]([NH:27][C:25]([C:21]2[C:17]3[N:18]=[CH:19][N:20]=[C:15]([C:8]4[CH:9]=[C:10]([CH2:13][CH3:14])[CH:11]=[CH:12][C:7]=4[O:6][CH2:5][CH:2]4[CH2:4][CH2:3]4)[C:16]=3[NH:23][C:22]=2[CH3:24])=[O:26])[CH2:29]1)(=[O:36])[CH3:35], predict the reactants needed to synthesize it. The reactants are: Cl.[CH:2]1([CH2:5][O:6][C:7]2[CH:12]=[CH:11][C:10]([CH2:13][CH3:14])=[CH:9][C:8]=2[C:15]2[C:16]3[NH:23][C:22]([CH3:24])=[C:21]([C:25]([NH:27][C@H:28]4[C@H:32]([OH:33])[CH2:31][NH:30][CH2:29]4)=[O:26])[C:17]=3[N:18]=[CH:19][N:20]=2)[CH2:4][CH2:3]1.[C:34](Cl)(=[O:36])[CH3:35]. (2) Given the product [CH2:7]([N:11]1[C:17](=[O:18])[C:16]2[C:20](=[CH:21][CH:22]=[CH:23][CH:15]=2)[C:12]2[CH:13]=[C:7]([CH2:1][CH2:2][CH2:3][CH2:4][CH2:5][CH3:6])[CH:8]=[CH:9][C:10]1=2)[CH2:1][CH2:2][CH3:3], predict the reactants needed to synthesize it. The reactants are: [CH2:1]([C:7]1[CH:13]=[CH:12][C:10]([NH2:11])=[CH:9][CH:8]=1)[CH2:2][CH2:3][CH2:4][CH2:5][CH3:6].Br[C:15]1[CH:23]=[CH:22][CH:21]=[CH:20][C:16]=1[C:17](Cl)=[O:18]. (3) Given the product [Cl:1][C:2]1[N:3]=[C:4]([N:13]2[CH2:18][CH2:17][O:16][CH2:15][CH2:14]2)[C:5]2[S:10][C:9]([CH2:11][N:19]3[CH2:22][CH:21]([N:23]4[CH2:28][CH2:27][O:26][CH2:25][CH2:24]4)[CH2:20]3)=[N:8][C:6]=2[N:7]=1, predict the reactants needed to synthesize it. The reactants are: [Cl:1][C:2]1[N:3]=[C:4]([N:13]2[CH2:18][CH2:17][O:16][CH2:15][CH2:14]2)[C:5]2[S:10][C:9]([CH:11]=O)=[N:8][C:6]=2[N:7]=1.[NH:19]1[CH2:22][CH:21]([N:23]2[CH2:28][CH2:27][O:26][CH2:25][CH2:24]2)[CH2:20]1.C(O[BH-](OC(=O)C)OC(=O)C)(=O)C.[Na+].